From a dataset of Catalyst prediction with 721,799 reactions and 888 catalyst types from USPTO. Predict which catalyst facilitates the given reaction. (1) Reactant: [C:1]([O:5][C:6]([N:8]1[CH2:13][CH2:12][CH:11]([CH2:14][NH2:15])[CH2:10][CH2:9]1)=[O:7])([CH3:4])([CH3:3])[CH3:2].[CH:25]1[N:26]=[CH:27][N:23](C([N:23]2[CH:27]=[N:26][CH:25]=[CH:24]2)=S)[CH:24]=1.N1C=CN=C1.[CH3:33][O:34][C:35](=[O:44])[C:36]1C=C[CH:39]=[C:38](N)[C:37]=1N.C(N=C=NC(C)C)(C)C. Product: [CH3:33][O:34][C:35]([C:36]1[C:24]2[N:23]=[C:27]([NH:15][CH2:14][CH:11]3[CH2:12][CH2:13][N:8]([C:6]([O:5][C:1]([CH3:4])([CH3:3])[CH3:2])=[O:7])[CH2:9][CH2:10]3)[NH:26][C:25]=2[CH:39]=[CH:38][CH:37]=1)=[O:44]. The catalyst class is: 10. (2) Product: [NH2:17][C:8]1[C:7]2[N:6]=[C:5]([CH2:18][O:19][CH2:20][CH3:21])[N:4]([CH2:3][C:2]([NH:1][S:32]([CH3:31])(=[O:34])=[O:33])([CH3:22])[CH3:23])[C:16]=2[C:15]2[CH:14]=[CH:13][CH:12]=[CH:11][C:10]=2[N:9]=1. The catalyst class is: 2. Reactant: [NH2:1][C:2]([CH3:23])([CH3:22])[CH2:3][N:4]1[C:16]2[C:15]3[CH:14]=[CH:13][CH:12]=[CH:11][C:10]=3[N:9]=[C:8]([NH2:17])[C:7]=2[N:6]=[C:5]1[CH2:18][O:19][CH2:20][CH3:21].CCN(CC)CC.[CH3:31][S:32](Cl)(=[O:34])=[O:33]. (3) Reactant: [CH3:1][NH:2][CH2:3][C:4]([O:6][C@H:7]([CH3:44])[CH2:8][N:9]1[C:13]([CH3:14])=[C:12]([C:15](=[O:36])[NH:16][C:17]2[CH:22]=[CH:21][C:20]([O:23][C:24]3[C:33]4[C:28](=[CH:29][C:30]([O:34][CH3:35])=[CH:31][CH:32]=4)[N:27]=[CH:26][CH:25]=3)=[CH:19][N:18]=2)[C:11](=[O:37])[N:10]1[C:38]1[CH:43]=[CH:42][CH:41]=[CH:40][CH:39]=1)=[O:5].[C:45]([OH:52])(=[O:51])/[CH:46]=[CH:47]\[C:48]([OH:50])=[O:49]. Product: [C:45]([OH:52])(=[O:51])/[CH:46]=[CH:47]\[C:48]([OH:50])=[O:49].[CH3:1][NH:2][CH2:3][C:4]([O:6][C@H:7]([CH3:44])[CH2:8][N:9]1[C:13]([CH3:14])=[C:12]([C:15](=[O:36])[NH:16][C:17]2[CH:22]=[CH:21][C:20]([O:23][C:24]3[C:33]4[C:28](=[CH:29][C:30]([O:34][CH3:35])=[CH:31][CH:32]=4)[N:27]=[CH:26][CH:25]=3)=[CH:19][N:18]=2)[C:11](=[O:37])[N:10]1[C:38]1[CH:39]=[CH:40][CH:41]=[CH:42][CH:43]=1)=[O:5]. The catalyst class is: 5. (4) Reactant: [CH3:1][C:2]1([CH3:30])[CH2:11][CH:10]=[C:9]([C:12]2[S:13][CH:14]=[CH:15][N:16]=2)[C:8]2[CH:7]=[C:6]([C:17]#[C:18][C:19]3[CH:29]=[CH:28][C:22]([C:23]([O:25]CC)=[O:24])=[CH:21][CH:20]=3)[CH:5]=[CH:4][C:3]1=2.O[Li].O. Product: [CH3:1][C:2]1([CH3:30])[CH2:11][CH:10]=[C:9]([C:12]2[S:13][CH:14]=[CH:15][N:16]=2)[C:8]2[CH:7]=[C:6]([C:17]#[C:18][C:19]3[CH:20]=[CH:21][C:22]([C:23]([OH:25])=[O:24])=[CH:28][CH:29]=3)[CH:5]=[CH:4][C:3]1=2. The catalyst class is: 20.